Dataset: Catalyst prediction with 721,799 reactions and 888 catalyst types from USPTO. Task: Predict which catalyst facilitates the given reaction. (1) Reactant: [Cl-].[Al+3].[Cl-].[Cl-].[C:5](Cl)(=[O:7])[CH3:6].[Cl:9][C:10]1[CH:19]=[CH:18][C:17]([CH3:20])=[C:16]2[C:11]=1[C:12]([CH3:22])([CH3:21])[CH2:13][CH2:14][S:15]2. Product: [C:5]([C:19]1[C:10]([Cl:9])=[C:11]2[C:16](=[C:17]([CH3:20])[CH:18]=1)[S:15][CH2:14][CH2:13][C:12]2([CH3:22])[CH3:21])(=[O:7])[CH3:6]. The catalyst class is: 2. (2) Reactant: Cl.Br[C:3]1[CH:10]=[CH:9][CH:8]=[CH:7][C:4]=1[CH2:5][NH2:6].C(=O)([O-])[O-:12].[K+].[K+].[C:25](O[C:25]([O:27][C:28]([CH3:31])([CH3:30])[CH3:29])=[O:26])([O:27][C:28]([CH3:31])([CH3:30])[CH3:29])=[O:26].[CH2:32]1[CH2:36][O:35][CH2:34][CH2:33]1.O. Product: [C:28]([O:27][C:25]([N:6]1[CH2:5][C:4]2[C:7](=[CH:8][CH:9]=[CH:10][CH:3]=2)[CH:33]1[CH2:32][C:36]([O:35][CH3:34])=[O:12])=[O:26])([CH3:29])([CH3:30])[CH3:31]. The catalyst class is: 161. (3) Reactant: Br[C:2]1[CH:7]=[CH:6][CH:5]=[CH:4][C:3]=1[CH2:8][CH2:9][C:10]([N:12]([CH:22]([CH3:24])[CH3:23])[NH:13][C:14](=[O:21])[C:15]1[CH:20]=[CH:19][CH:18]=[CH:17][CH:16]=1)=[O:11].C([O-])([O-])=O.[Na+].[Na+].[CH3:31][O:32][C:33]1[CH:34]=[C:35](B(O)O)[CH:36]=[CH:37][CH:38]=1. Product: [CH:22]([N:12]([C:10](=[O:11])[CH2:9][CH2:8][C:3]1[CH:4]=[CH:5][CH:6]=[CH:7][C:2]=1[C:37]1[CH:36]=[CH:35][CH:34]=[C:33]([O:32][CH3:31])[CH:38]=1)[NH:13][C:14](=[O:21])[C:15]1[CH:20]=[CH:19][CH:18]=[CH:17][CH:16]=1)([CH3:24])[CH3:23]. The catalyst class is: 57. (4) Reactant: [Cl:1][C:2]1[CH:7]=[CH:6][CH:5]=[CH:4][C:3]=1[C:8]1[CH:17]=[C:16]([C:18](O)([CH3:20])[CH3:19])[CH:15]=[C:14]2[C:9]=1[CH2:10][NH:11][C:12](=[O:30])[N:13]2[C:22]1[C:27]([Cl:28])=[CH:26][CH:25]=[CH:24][C:23]=1[Cl:29].[Br:31][CH2:32][C:33]#[N:34].S(=O)(=O)(O)[OH:36]. Product: [Br:31][CH2:32][C:33]([NH:34][C:18]([C:16]1[CH:15]=[C:14]2[C:9]([CH2:10][NH:11][C:12](=[O:30])[N:13]2[C:22]2[C:23]([Cl:29])=[CH:24][CH:25]=[CH:26][C:27]=2[Cl:28])=[C:8]([C:3]2[CH:4]=[CH:5][CH:6]=[CH:7][C:2]=2[Cl:1])[CH:17]=1)([CH3:19])[CH3:20])=[O:36]. The catalyst class is: 15. (5) Reactant: NC1C=CC(Cl)=C(C2C=C(C=CN=2)C(OC)=O)C=1.CC1N=C(C(F)(F)F)C=CC=1C(Cl)=O.[Cl:33][C:34]1[CH:39]=[CH:38][C:37]([NH:40][C:41](=[O:53])[C:42]2[CH:47]=[CH:46][C:45]([C:48]([F:51])([F:50])[F:49])=[N:44][C:43]=2[CH3:52])=[CH:36][C:35]=1[C:54]1[CH:55]=[C:56]([CH:61]=[CH:62][N:63]=1)[C:57](OC)=[O:58].[BH4-].[Na+]. The catalyst class is: 14. Product: [Cl:33][C:34]1[CH:39]=[CH:38][C:37]([NH:40][C:41](=[O:53])[C:42]2[CH:47]=[CH:46][C:45]([C:48]([F:50])([F:49])[F:51])=[N:44][C:43]=2[CH3:52])=[CH:36][C:35]=1[C:54]1[CH:55]=[C:56]([CH2:57][OH:58])[CH:61]=[CH:62][N:63]=1. (6) Reactant: [Cl:1][C:2]1[CH:3]=[CH:4][C:5]2[C:6](=[O:15])[C:7]3[N:8]([CH2:11][CH2:12][CH2:13][N:14]=3)[C:9]=2[CH:10]=1.[N+:16]([O-])([OH:18])=[O:17]. Product: [Cl:1][C:2]1[C:3]([N+:16]([O-:18])=[O:17])=[CH:4][C:5]2[C:6](=[O:15])[C:7]3[N:8]([CH2:11][CH2:12][CH2:13][N:14]=3)[C:9]=2[CH:10]=1. The catalyst class is: 82. (7) Reactant: Cl[C:2]1[CH:3]=[CH:4][C:5]2[N:6]([CH:8]=[C:9]([NH:11][C:12]([CH:14]3[CH2:16][CH2:15]3)=[O:13])[N:10]=2)[N:7]=1.[N:17]1[N:18]=[C:19]([SH:26])[N:20]2[CH:25]=[CH:24][CH:23]=[CH:22][C:21]=12.C([O-])([O-])=O.[K+].[K+]. Product: [N:6]#[N:7].[N:17]1[N:18]=[C:19]([S:26][C:2]2[CH:3]=[CH:4][C:5]3[N:6]([CH:8]=[C:9]([NH:11][C:12]([CH:14]4[CH2:16][CH2:15]4)=[O:13])[N:10]=3)[N:7]=2)[N:20]2[CH:25]=[CH:24][CH:23]=[CH:22][C:21]=12. The catalyst class is: 44. (8) Reactant: [CH2:1]([S:3]([C:6]1[CH:13]=[CH:12][C:11]([N+:14]([O-])=O)=[CH:10][C:7]=1[C:8]#[N:9])(=[O:5])=[O:4])[CH3:2].[C:17](O)(=[O:19])[CH3:18].C(OC(=O)C)(=O)C. Product: [C:8]([C:7]1[CH:10]=[C:11]([NH:14][C:17](=[O:19])[CH3:18])[CH:12]=[CH:13][C:6]=1[S:3]([CH2:1][CH3:2])(=[O:5])=[O:4])#[N:9]. The catalyst class is: 292.